This data is from Reaction yield outcomes from USPTO patents with 853,638 reactions. The task is: Predict the reaction yield, written as a fraction of the theoretical maximum amount of product (1.0 means a 100% yield; for example, 0.34 means a 34% yield). (1) The catalyst is CO. The yield is 0.900. The reactants are [Br:1][C:2]1[CH:3]=[N:4][N:5]([CH3:9])[C:6]=1[CH:7]=[O:8].[BH4-].[Na+]. The product is [Br:1][C:2]1[CH:3]=[N:4][N:5]([CH3:9])[C:6]=1[CH2:7][OH:8]. (2) The reactants are [NH2:1][CH2:2][CH:3]([NH:5][C:6](=[O:28])[CH2:7][CH2:8]/[CH:9]=[CH:10]\[CH2:11]/[CH:12]=[CH:13]\[CH2:14]/[CH:15]=[CH:16]\[CH2:17]/[CH:18]=[CH:19]\[CH2:20]/[CH:21]=[CH:22]\[CH2:23]/[CH:24]=[CH:25]\[CH2:26][CH3:27])[CH3:4].[OH:29][C:30]1[CH:38]=[CH:37][CH:36]=[CH:35][C:31]=1[C:32](O)=[O:33].N1C=CN=C1.C1CCC(N=C=NC2CCCCC2)CC1. The catalyst is CC(=O)OCC. The product is [C:6]([NH:5][CH:3]([CH3:4])[CH2:2][NH:1][C:32](=[O:33])[C:31]1[CH:35]=[CH:36][CH:37]=[CH:38][C:30]=1[OH:29])(=[O:28])[CH2:7][CH2:8]/[CH:9]=[CH:10]\[CH2:11]/[CH:12]=[CH:13]\[CH2:14]/[CH:15]=[CH:16]\[CH2:17]/[CH:18]=[CH:19]\[CH2:20]/[CH:21]=[CH:22]\[CH2:23]/[CH:24]=[CH:25]\[CH2:26][CH3:27]. The yield is 0.505. (3) The reactants are Cl[C:2]1[N:7]=[N:6][C:5]([O:8][CH:9]2[CH2:12][N:11]([C:13]3[CH:22]=[CH:21][C:20]4[C:15](=[CH:16][CH:17]=[CH:18][CH:19]=4)[N:14]=3)[CH2:10]2)=[C:4]([N:23]2[CH2:28][CH2:27][CH:26]([C:29](=[O:31])[CH3:30])[CH2:25][CH2:24]2)[CH:3]=1. The catalyst is CO.[Pd]. The product is [N:14]1[C:15]2[C:20](=[CH:19][CH:18]=[CH:17][CH:16]=2)[CH:21]=[CH:22][C:13]=1[N:11]1[CH2:10][CH:9]([O:8][C:5]2[N:6]=[N:7][CH:2]=[CH:3][C:4]=2[N:23]2[CH2:24][CH2:25][CH:26]([C:29](=[O:31])[CH3:30])[CH2:27][CH2:28]2)[CH2:12]1. The yield is 0.960. (4) The reactants are [CH3:1][C:2]([C:6]1[CH:7]=[C:8]2[C:13](=[CH:14][CH:15]=1)[C:12](=[O:16])[NH:11][N:10]=[CH:9]2)([CH3:5])[C:3]#[N:4].[Br:17][C:18]1[CH:25]=[CH:24][CH:23]=[C:22](Br)[C:19]=1[CH:20]=[O:21].C([O-])(O)=O.[Na+].CS(C)=O. The catalyst is [Cu]I.O.C(Cl)Cl. The product is [Br:17][C:18]1[C:19]([CH:20]=[O:21])=[C:22]([N:11]2[N:10]=[CH:9][C:8]3[C:13](=[CH:14][CH:15]=[C:6]([C:2]([CH3:1])([CH3:5])[C:3]#[N:4])[CH:7]=3)[C:12]2=[O:16])[CH:23]=[CH:24][CH:25]=1. The yield is 0.820. (5) The reactants are [CH2:1]([CH:3]1[CH2:12][CH2:11][C:10]2[C:5](=[CH:6][CH:7]=[C:8]([NH:13][S:14]([CH3:17])(=[O:16])=[O:15])[CH:9]=2)[O:4]1)[CH3:2].C1C(=O)N([Br:25])C(=O)C1. The catalyst is C(#N)C. The product is [Br:25][C:6]1[CH:7]=[C:8]([NH:13][S:14]([CH3:17])(=[O:16])=[O:15])[CH:9]=[C:10]2[C:5]=1[O:4][CH:3]([CH2:1][CH3:2])[CH2:12][CH2:11]2. The yield is 0.470.